From a dataset of Forward reaction prediction with 1.9M reactions from USPTO patents (1976-2016). Predict the product of the given reaction. (1) Given the reactants [CH2:1]([O:8][C:9]1[C:18]2[C:13](=[CH:14][CH:15]=[CH:16][CH:17]=2)[N:12]=[C:11]([CH2:19]Cl)[C:10]=1[CH3:21])[C:2]1[CH:7]=[CH:6][CH:5]=[CH:4][CH:3]=1.[Br-:22].[Li+], predict the reaction product. The product is: [CH2:1]([O:8][C:9]1[C:18]2[C:13](=[CH:14][CH:15]=[CH:16][CH:17]=2)[N:12]=[C:11]([CH2:19][Br:22])[C:10]=1[CH3:21])[C:2]1[CH:7]=[CH:6][CH:5]=[CH:4][CH:3]=1. (2) The product is: [F:1][C:2]1[CH:7]=[C:6]([F:8])[CH:5]=[CH:4][C:3]=1[N:9]1[C:17](=[O:18])[C:16]2[C@@H:15]3[C:19]([CH3:21])([CH3:20])[C@@:12]([CH3:22])([CH2:13][CH2:14]3)[C:11]=2[N:10]1[CH2:24][CH2:25][CH2:26][OH:27]. Given the reactants [F:1][C:2]1[CH:7]=[C:6]([F:8])[CH:5]=[CH:4][C:3]=1[N:9]1[C:17](=[O:18])[C:16]2[C@@H:15]3[C:19]([CH3:21])([CH3:20])[C@@:12]([CH3:22])([CH2:13][CH2:14]3)[C:11]=2[NH:10]1.Br[CH2:24][CH2:25][CH2:26][OH:27], predict the reaction product. (3) Given the reactants [Na].[CH2:2]([O:4][C:5]1[N:9]([CH2:10][C:11]2[CH:16]=[CH:15][C:14]([C:17]3[CH:22]=[CH:21][CH:20]=[CH:19][C:18]=3[C:23](=[N:25][OH:26])[NH2:24])=[CH:13][CH:12]=2)[C:8]2[C:27]([C:31]([OH:33])=[O:32])=[CH:28][CH:29]=[CH:30][C:7]=2[N:6]=1)[CH3:3].Cl[CH2:35][C:36]1[O:37][C:38](=[O:42])[O:39][C:40]=1[CH3:41].O, predict the reaction product. The product is: [CH2:2]([O:4][C:5]1[N:9]([CH2:10][C:11]2[CH:12]=[CH:13][C:14]([C:17]3[CH:22]=[CH:21][CH:20]=[CH:19][C:18]=3[C:23](=[N:25][OH:26])[NH2:24])=[CH:15][CH:16]=2)[C:8]2[C:27]([C:31]([O:33][CH2:35][C:36]3[O:37][C:38](=[O:42])[O:39][C:40]=3[CH3:41])=[O:32])=[CH:28][CH:29]=[CH:30][C:7]=2[N:6]=1)[CH3:3]. (4) Given the reactants [CH3:1][O:2][C:3](=[O:27])[C@@H:4]([NH:14][C:15](=[O:26])[C@@H:16]([NH:18]C(OC(C)(C)C)=O)[CH3:17])[CH2:5][C:6]1[CH:11]=[CH:10][C:9]([O:12][CH3:13])=[CH:8][CH:7]=1.[C:28]([OH:34])([C:30]([F:33])([F:32])[F:31])=[O:29], predict the reaction product. The product is: [F:31][C:30]([F:33])([F:32])[C:28]([OH:34])=[O:29].[CH3:1][O:2][C:3](=[O:27])[C@@H:4]([NH:14][C:15](=[O:26])[C@@H:16]([NH2:18])[CH3:17])[CH2:5][C:6]1[CH:7]=[CH:8][C:9]([O:12][CH3:13])=[CH:10][CH:11]=1. (5) Given the reactants O.[OH-].[Li+].C([O:6][C:7]([C:9]1[CH:13]=[C:12]([C:14]2[CH:19]=[CH:18][C:17]([CH3:20])=[CH:16][N:15]=2)[N:11]([C:21]2[N:22]=[N:23][CH:24]=[CH:25][CH:26]=2)[N:10]=1)=[O:8])C.C(O)C.Cl, predict the reaction product. The product is: [CH3:20][C:17]1[CH:18]=[CH:19][C:14]([C:12]2[N:11]([C:21]3[N:22]=[N:23][CH:24]=[CH:25][CH:26]=3)[N:10]=[C:9]([C:7]([OH:8])=[O:6])[CH:13]=2)=[N:15][CH:16]=1. (6) The product is: [OH:21][C:4]1[N:33]([C:28]2[CH:29]=[CH:30][CH:31]=[CH:32][C:27]=2[N+:24]([O-:26])=[O:25])[C:34](=[O:35])[N:13]([CH2:14][C:15]2[CH:16]=[CH:17][CH:18]=[CH:19][CH:20]=2)[C:11](=[O:12])[C:5]=1[C:6]([O:8][CH2:9][CH3:10])=[O:7]. Given the reactants C(O[C:4](=[O:21])[CH:5]([C:11]([NH:13][CH2:14][C:15]1[CH:20]=[CH:19][CH:18]=[CH:17][CH:16]=1)=[O:12])[C:6]([O:8][CH2:9][CH3:10])=[O:7])C.[H-].[Na+].[N+:24]([C:27]1[CH:32]=[CH:31][CH:30]=[CH:29][C:28]=1[N:33]=[C:34]=[O:35])([O-:26])=[O:25], predict the reaction product.